From a dataset of Forward reaction prediction with 1.9M reactions from USPTO patents (1976-2016). Predict the product of the given reaction. (1) Given the reactants [CH3:1][C:2]1[CH:3]=[C:4]([NH:11][NH2:12])[CH:5]=[CH:6][C:7]=1[N+:8]([O-:10])=[O:9].[F:13][C:14]([F:28])([F:27])[C:15](=[O:26])[CH2:16][C:17](=O)[C:18]([F:24])([F:23])[C:19]([F:22])([F:21])[F:20], predict the reaction product. The product is: [CH3:1][C:2]1[CH:3]=[C:4]([N:11]2[C:15]([C:14]([F:28])([F:27])[F:13])=[CH:16][C:17]([C:18]([F:23])([F:24])[C:19]([F:20])([F:21])[F:22])=[N:12]2)[CH:5]=[CH:6][C:7]=1[N+:8]([O-:10])=[O:9].[CH3:1][C:2]1[CH:3]=[C:4]([N:11]2[C:15]([C:14]([F:28])([F:27])[F:13])([OH:26])[CH2:16][C:17]([C:18]([F:23])([F:24])[C:19]([F:20])([F:21])[F:22])=[N:12]2)[CH:5]=[CH:6][C:7]=1[N+:8]([O-:10])=[O:9]. (2) Given the reactants [CH3:1][C:2]([CH3:18])([CH3:17])[CH2:3][CH2:4][CH:5]1[CH2:10][CH:9]([CH2:11][OH:12])[CH2:8][CH2:7][N:6]1[C:13]([O:15][CH3:16])=[O:14].[Na].[OH2:20], predict the reaction product. The product is: [CH3:1][C:2]([CH3:18])([CH3:17])[CH2:3][CH2:4][CH:5]1[CH2:10][CH:9]([C:11]([OH:20])=[O:12])[CH2:8][CH2:7][N:6]1[C:13]([O:15][CH3:16])=[O:14]. (3) Given the reactants [OH:1][C:2]1[CH:7]=[CH:6][C:5]([C:8](=[O:10])[CH3:9])=[CH:4][CH:3]=1.C(=O)([O-])[O-].[K+].[K+].Cl[CH2:18][O:19][CH2:20][CH3:21].CO.C(Cl)(Cl)Cl, predict the reaction product. The product is: [CH2:20]([O:19][CH2:18][O:1][C:2]1[CH:7]=[CH:6][C:5]([C:8](=[O:10])[CH3:9])=[CH:4][CH:3]=1)[CH3:21]. (4) The product is: [CH3:26][O:25][C:22]1[CH:21]=[CH:20][C:19]([C:18]2[C:11]3[C:10]([O:6][CH2:5][CH:4]([CH3:3])[CH2:7][OH:8])=[N:15][CH:14]=[N:13][C:12]=3[O:16][C:17]=2[C:27]2[CH:28]=[CH:29][CH:30]=[CH:31][CH:32]=2)=[CH:24][CH:23]=1. Given the reactants [OH-].[Na+].[CH3:3][CH:4]([CH2:7][OH:8])[CH2:5][OH:6].Cl[C:10]1[C:11]2[C:18]([C:19]3[CH:24]=[CH:23][C:22]([O:25][CH3:26])=[CH:21][CH:20]=3)=[C:17]([C:27]3[CH:32]=[CH:31][CH:30]=[CH:29][CH:28]=3)[O:16][C:12]=2[N:13]=[CH:14][N:15]=1.Cl, predict the reaction product. (5) Given the reactants [Cl:1][C:2]1[CH:7]=[CH:6][C:5]([C:8]2[CH2:13][CH2:12][C:11]([F:15])([F:14])[CH2:10][C:9]=2[CH2:16][N:17]2[CH2:22][CH2:21][N:20]([C:23]3[CH:32]=[CH:31][C:26]([C:27]([O:29]C)=[O:28])=[C:25]([O:33][C:34]4[CH:42]=[CH:41][CH:40]=[C:39]5[C:35]=4[CH:36]=[N:37][N:38]5[C:43]([C:56]4[CH:61]=[CH:60][CH:59]=[CH:58][CH:57]=4)([C:50]4[CH:55]=[CH:54][CH:53]=[CH:52][CH:51]=4)[C:44]4[CH:49]=[CH:48][CH:47]=[CH:46][CH:45]=4)[CH:24]=3)[CH2:19][CH2:18]2)=[CH:4][CH:3]=1.[OH-].[Li+], predict the reaction product. The product is: [Cl:1][C:2]1[CH:3]=[CH:4][C:5]([C:8]2[CH2:13][CH2:12][C:11]([F:15])([F:14])[CH2:10][C:9]=2[CH2:16][N:17]2[CH2:22][CH2:21][N:20]([C:23]3[CH:32]=[CH:31][C:26]([C:27]([OH:29])=[O:28])=[C:25]([O:33][C:34]4[CH:42]=[CH:41][CH:40]=[C:39]5[C:35]=4[CH:36]=[N:37][N:38]5[C:43]([C:44]4[CH:45]=[CH:46][CH:47]=[CH:48][CH:49]=4)([C:50]4[CH:51]=[CH:52][CH:53]=[CH:54][CH:55]=4)[C:56]4[CH:57]=[CH:58][CH:59]=[CH:60][CH:61]=4)[CH:24]=3)[CH2:19][CH2:18]2)=[CH:6][CH:7]=1. (6) The product is: [F:16][C:11]1[CH:12]=[C:13]2[C:8](=[CH:9][CH:10]=1)[NH:7][C:6]([C:4]([OH:5])=[O:3])=[C:14]2[CH3:15]. Given the reactants C([O:3][C:4]([C:6]1[NH:7][C:8]2[C:13]([C:14]=1[CH3:15])=[CH:12][C:11]([F:16])=[CH:10][CH:9]=2)=[O:5])C.O.[OH-].[Li+].Cl, predict the reaction product.